The task is: Predict the reaction yield, written as a fraction of the theoretical maximum amount of product (1.0 means a 100% yield; for example, 0.34 means a 34% yield).. This data is from Reaction yield outcomes from USPTO patents with 853,638 reactions. (1) The reactants are [OH:1][C@@H:2]1[CH2:9][N:8]([CH2:10][CH2:11][CH:12]([N:16]2[CH2:21][CH2:20][N:19]([C:22]3[CH:27]=[CH:26][CH:25]=[C:24]([O:28][C:29]([F:32])([F:31])[F:30])[CH:23]=3)[CH:18]([CH3:33])[C:17]2=[O:34])[C:13]([OH:15])=O)[CH2:7][CH2:6][C:3]21[CH2:5][CH2:4]2.Cl.[CH3:36][NH:37][CH3:38].C(N(CC)CC)C.F[P-](F)(F)(F)(F)F.N1(OC(N(C)C)=[N+](C)C)C2N=CC=CC=2N=N1. The catalyst is CN(C)C=O. The product is [OH:1][C@@H:2]1[CH2:9][N:8]([CH2:10][CH2:11][CH:12]([N:16]2[CH2:21][CH2:20][N:19]([C:22]3[CH:27]=[CH:26][CH:25]=[C:24]([O:28][C:29]([F:32])([F:31])[F:30])[CH:23]=3)[CH:18]([CH3:33])[C:17]2=[O:34])[C:13]([N:37]([CH3:38])[CH3:36])=[O:15])[CH2:7][CH2:6][C:3]21[CH2:5][CH2:4]2. The yield is 0.710. (2) The product is [Br:12][C:10]1[CH:11]=[C:2]([NH:1][CH:32]2[CH2:15][CH2:14][O:17][CH2:29][CH2:28]2)[C:3]([CH3:13])=[C:4]([CH:9]=1)[C:5]([O:7][CH3:8])=[O:6]. The reactants are [NH2:1][C:2]1[C:3]([CH3:13])=[C:4]([CH:9]=[C:10]([Br:12])[CH:11]=1)[C:5]([O:7][CH3:8])=[O:6].[C:14]([OH:17])(=O)[CH3:15].C(O[BH-](O[C:28](=O)[CH3:29])OC(=O)C)(=O)C.[Na+].[C:32](=O)(O)[O-].[Na+]. The catalyst is ClC(Cl)C. The yield is 0.690. (3) The reactants are Cl.[NH2:2][C@H:3]([C:8]([OH:10])=[O:9])[CH2:4][CH2:5][CH2:6][NH2:7].C(=O)([O-])[O-].[Ca+2]. The catalyst is C(O)C. The product is [NH2:2][C@H:3]([C:8]([OH:10])=[O:9])[CH2:4][CH2:5][CH2:6][NH2:7]. The yield is 0.445. (4) The reactants are [Br:1][C:2]1[CH:7]=[CH:6][N:5]=[C:4]([C:8]([OH:10])=[O:9])[CH:3]=1.[CH3:11][Si](C=[N+]=[N-])(C)C. The catalyst is C(OCC)(=O)C.CO. The product is [Br:1][C:2]1[CH:7]=[CH:6][N:5]=[C:4]([C:8]([O:10][CH3:11])=[O:9])[CH:3]=1. The yield is 0.730. (5) The reactants are COC1C=CC(C[N:8](CC2C=CC(OC)=CC=2)[C:9]2[N:14]=[C:13]([C:15]3[C:16]([NH:27][C:28]4[CH:29]=[N:30][C:31]([O:34][CH3:35])=[CH:32][CH:33]=4)=[N:17][CH:18]=[C:19]([C:21]4[CH:26]=[CH:25][N:24]=[N:23][CH:22]=4)[CH:20]=3)[N:12]=[C:11]([CH3:36])[N:10]=2)=CC=1. The catalyst is C(O)(C(F)(F)F)=O. The product is [CH3:35][O:34][C:31]1[N:30]=[CH:29][C:28]([NH:27][C:16]2[C:15]([C:13]3[N:12]=[C:11]([CH3:36])[N:10]=[C:9]([NH2:8])[N:14]=3)=[CH:20][C:19]([C:21]3[CH:26]=[CH:25][N:24]=[N:23][CH:22]=3)=[CH:18][N:17]=2)=[CH:33][CH:32]=1. The yield is 0.110. (6) The reactants are [CH2:1]([C:5]1[NH:10][C:9](=[O:11])[CH:8]=[C:7]([CH2:12][CH3:13])[N:6]=1)[CH2:2][CH2:3][CH3:4].Br[CH2:15][C:16]1[CH:21]=[CH:20][C:19]([C:22]2[C:23]([C:28]#[N:29])=[CH:24][CH:25]=[CH:26][CH:27]=2)=[CH:18][CH:17]=1.C(=O)([O-])[O-].[K+].[K+]. The catalyst is C(#N)C. The product is [CH2:1]([C:5]1[N:10]([CH2:15][C:16]2[CH:17]=[CH:18][C:19]([C:22]3[C:23]([C:28]#[N:29])=[CH:24][CH:25]=[CH:26][CH:27]=3)=[CH:20][CH:21]=2)[C:9](=[O:11])[CH:8]=[C:7]([CH2:12][CH3:13])[N:6]=1)[CH2:2][CH2:3][CH3:4]. The yield is 0.250. (7) The reactants are [C:1]([C:5]1[N:10]=[C:9]([CH3:11])[C:8]([CH2:12][OH:13])=[CH:7][CH:6]=1)([CH3:4])([CH3:3])[CH3:2].C[N+]1([O-])CCOCC1. The catalyst is C(Cl)Cl.CCC[N+](CCC)(CCC)CCC.[O-][Ru](=O)(=O)=O. The product is [C:1]([C:5]1[N:10]=[C:9]([CH3:11])[C:8]([CH:12]=[O:13])=[CH:7][CH:6]=1)([CH3:4])([CH3:2])[CH3:3]. The yield is 0.670. (8) The reactants are [Cl-].O[NH3+:3].[C:4](=[O:7])([O-])[OH:5].[Na+].CS(C)=O.[CH3:13][O:14][CH2:15][CH2:16][O:17][CH:18]1[CH2:23][CH2:22][CH:21]([N:24]2[C:29](=[O:30])[C:28]([CH2:31][C:32]3[CH:37]=[CH:36][C:35]([C:38]4[C:39]([C:44]#[N:45])=[CH:40][CH:41]=[CH:42][CH:43]=4)=[CH:34][CH:33]=3)=[C:27]([CH2:46][CH2:47][CH3:48])[N:26]3[N:49]=[CH:50][N:51]=[C:25]23)[CH2:20][CH2:19]1. The catalyst is C(OCC)(=O)C. The product is [CH3:13][O:14][CH2:15][CH2:16][O:17][CH:18]1[CH2:23][CH2:22][CH:21]([N:24]2[C:29](=[O:30])[C:28]([CH2:31][C:32]3[CH:37]=[CH:36][C:35]([C:38]4[CH:43]=[CH:42][CH:41]=[CH:40][C:39]=4[C:44]4[NH:3][C:4](=[O:7])[O:5][N:45]=4)=[CH:34][CH:33]=3)=[C:27]([CH2:46][CH2:47][CH3:48])[N:26]3[N:49]=[CH:50][N:51]=[C:25]23)[CH2:20][CH2:19]1. The yield is 0.460.